Dataset: Full USPTO retrosynthesis dataset with 1.9M reactions from patents (1976-2016). Task: Predict the reactants needed to synthesize the given product. Given the product [Cl:1][C:2]1[CH:3]=[C:4]([CH:16]=[CH:17][CH:18]=1)[CH2:5][C:6]1[S:10][C:9]([CH:11]=[O:12])=[CH:8][CH:7]=1, predict the reactants needed to synthesize it. The reactants are: [Cl:1][C:2]1[CH:3]=[C:4]([CH:16]=[CH:17][CH:18]=1)[CH2:5][C:6]1[S:10][C:9]([CH:11]2OCC[O:12]2)=[CH:8][CH:7]=1.C(O)(=O)CC(CC(O)=O)(C(O)=O)O.C(=O)(O)[O-].[Na+].C(OCC)(=O)C.